From a dataset of Catalyst prediction with 721,799 reactions and 888 catalyst types from USPTO. Predict which catalyst facilitates the given reaction. Reactant: Br[C:2]1[CH:15]=[CH:14][C:5]([O:6][CH2:7][CH2:8][N:9]2[CH2:13][CH2:12][CH2:11][CH2:10]2)=[CH:4][CH:3]=1.[CH2:16]([Li])CCC.[C:21]([Si:25]([CH3:55])([CH3:54])[O:26][C:27]1[CH:28]=[CH:29][C:30]2[C:31]3[C:44](=[O:45])[O:43][C:42]4[CH:41]=[C:40]([O:46][Si:47]([C:50]([CH3:53])([CH3:52])[CH3:51])([CH3:49])[CH3:48])[CH:39]=[CH:38][C:37]=4[C:32]=3[CH2:33][O:34][C:35]=2[CH:36]=1)([CH3:24])([CH3:23])[CH3:22].C[Mg]Br. Product: [C:50]([Si:47]([CH3:49])([CH3:48])[O:46][C:40]1[CH:39]=[CH:38][C:37]([C:32]2[CH2:33][O:34][C:35]3[C:30]([C:31]=2[C:44]([OH:45])([C:2]2[CH:15]=[CH:14][C:5]([O:6][CH2:7][CH2:8][N:9]4[CH2:13][CH2:12][CH2:11][CH2:10]4)=[CH:4][CH:3]=2)[CH3:16])=[CH:29][CH:28]=[C:27]([O:26][Si:25]([C:21]([CH3:23])([CH3:24])[CH3:22])([CH3:55])[CH3:54])[CH:36]=3)=[C:42]([OH:43])[CH:41]=1)([CH3:51])([CH3:52])[CH3:53]. The catalyst class is: 1.